This data is from Catalyst prediction with 721,799 reactions and 888 catalyst types from USPTO. The task is: Predict which catalyst facilitates the given reaction. (1) Reactant: Cl[C:2]1[CH:3]=[N:4][C:5]2[C:10]([N:11]=1)=[CH:9][C:8]([C:12]([C:14]1[C:15]([F:35])=[C:16]([N:22](S(CCC)(=O)=O)[S:23]([CH2:26][CH2:27][CH3:28])(=[O:25])=[O:24])[CH:17]=[C:18]([F:21])[C:19]=1[F:20])=[O:13])=[CH:7][CH:6]=2.[CH3:36][O:37][CH2:38][CH2:39][OH:40].C([O-])([O-])=O.[Cs+].[Cs+]. Product: [F:35][C:15]1[C:14]([C:12]([C:8]2[CH:9]=[C:10]3[C:5](=[CH:6][CH:7]=2)[N:4]=[CH:3][C:2]([O:40][CH2:39][CH2:38][O:37][CH3:36])=[N:11]3)=[O:13])=[C:19]([F:20])[C:18]([F:21])=[CH:17][C:16]=1[NH:22][S:23]([CH2:26][CH2:27][CH3:28])(=[O:25])=[O:24]. The catalyst class is: 3. (2) Reactant: [BH4-].[Li+].C[O:4][C:5]([C:7]1[O:8][C:9]([S:12](=[O:25])(=[O:24])[NH:13][C:14]2[CH:15]=[CH:16][C:17]3[CH2:21][O:20][B:19]([OH:22])[C:18]=3[CH:23]=2)=[CH:10][CH:11]=1)=O.Cl. Product: [OH:22][B:19]1[C:18]2[CH:23]=[C:14]([NH:13][S:12]([C:9]3[O:8][C:7]([CH2:5][OH:4])=[CH:11][CH:10]=3)(=[O:25])=[O:24])[CH:15]=[CH:16][C:17]=2[CH2:21][O:20]1. The catalyst class is: 36. (3) Reactant: [CH3:1][N:2]1[C:6]([CH2:7][C:8]#[N:9])=[C:5]([CH3:10])[CH:4]=[N:3]1.[CH3:11][N:12]([CH:14](OC)OC)[CH3:13]. Product: [CH3:1][N:2]1[C:6]([C:7](=[CH:11][N:12]([CH3:14])[CH3:13])[C:8]#[N:9])=[C:5]([CH3:10])[CH:4]=[N:3]1. The catalyst class is: 11. (4) Reactant: [C:1]([O:5][C:6]([N:8]1[CH2:13][CH2:12][CH:11](OS(C)(=O)=O)[CH2:10][CH2:9]1)=[O:7])([CH3:4])([CH3:3])[CH3:2].[C:19]([O-:22])(=[S:21])[CH3:20].[K+].O.CC(OC)(C)C. Product: [C:1]([O:5][C:6]([N:8]1[CH2:9][CH2:10][CH:11]([S:21][C:19](=[O:22])[CH3:20])[CH2:12][CH2:13]1)=[O:7])([CH3:2])([CH3:3])[CH3:4]. The catalyst class is: 3.